From a dataset of Reaction yield outcomes from USPTO patents with 853,638 reactions. Predict the reaction yield, written as a fraction of the theoretical maximum amount of product (1.0 means a 100% yield; for example, 0.34 means a 34% yield). (1) The reactants are C([O:3][C:4](=[O:22])[CH2:5][CH2:6][CH2:7][CH2:8][C:9]1[CH:14]=[CH:13][C:12]([O:15][CH2:16][CH2:17][CH2:18][CH2:19][CH2:20][CH3:21])=[CH:11][CH:10]=1)C.[OH-].[Na+].Cl. The catalyst is CO. The product is [CH2:16]([O:15][C:12]1[CH:11]=[CH:10][C:9]([CH2:8][CH2:7][CH2:6][CH2:5][C:4]([OH:22])=[O:3])=[CH:14][CH:13]=1)[CH2:17][CH2:18][CH2:19][CH2:20][CH3:21]. The yield is 0.960. (2) The yield is 0.990. The product is [C:1]([O:5][C:6]([N:8]1[CH2:9][CH2:10][CH:11]([NH:14][C:15]2[C:20]([NH:21][C:39](=[O:40])[CH2:38][NH:37][C:34](=[O:36])[CH3:35])=[CH:19][N:18]=[C:17]3[N:22]([S:25]([C:28]4[CH:33]=[CH:32][CH:31]=[CH:30][CH:29]=4)(=[O:26])=[O:27])[CH:23]=[CH:24][C:16]=23)[CH2:12][CH2:13]1)=[O:7])([CH3:4])([CH3:2])[CH3:3]. The catalyst is CN(C=O)C.O. The reactants are [C:1]([O:5][C:6]([N:8]1[CH2:13][CH2:12][CH:11]([NH:14][C:15]2[C:20]([NH2:21])=[CH:19][N:18]=[C:17]3[N:22]([S:25]([C:28]4[CH:33]=[CH:32][CH:31]=[CH:30][CH:29]=4)(=[O:27])=[O:26])[CH:23]=[CH:24][C:16]=23)[CH2:10][CH2:9]1)=[O:7])([CH3:4])([CH3:3])[CH3:2].[C:34]([NH:37][CH2:38][C:39](O)=[O:40])(=[O:36])[CH3:35].CN(C(ON1N=NC2C=CC=CC1=2)=[N+](C)C)C.F[P-](F)(F)(F)(F)F.CCN(C(C)C)C(C)C. (3) The reactants are [N+:1]([C:4]1[CH:5]=[CH:6][C:7]2[CH2:13][CH2:12][CH2:11][CH2:10][N:9]([C:14](=[O:16])[CH3:15])[C:8]=2[CH:17]=1)([O-])=O. The catalyst is CCO.[Pd]. The product is [NH2:1][C:4]1[CH:5]=[CH:6][C:7]2[CH2:13][CH2:12][CH2:11][CH2:10][N:9]([C:14](=[O:16])[CH3:15])[C:8]=2[CH:17]=1. The yield is 0.900. (4) The reactants are [NH2:1][C:2]1[CH:7]=[CH:6][C:5]([C:8]2[C:9]([NH2:18])=[N:10][C:11]([NH2:17])=[N:12][C:13]=2[CH2:14][CH2:15][CH3:16])=[CH:4][CH:3]=1.[Cl:19][C:20]1[CH:27]=[CH:26][C:23]([CH:24]=O)=[CH:22][CH:21]=1.C(O)(=O)C.[BH3-]C#N.[Na+]. The catalyst is CO. The product is [Cl:19][C:20]1[CH:27]=[CH:26][C:23]([CH2:24][NH:1][C:2]2[CH:3]=[CH:4][C:5]([C:8]3[C:9]([NH2:18])=[N:10][C:11]([NH2:17])=[N:12][C:13]=3[CH2:14][CH2:15][CH3:16])=[CH:6][CH:7]=2)=[CH:22][CH:21]=1. The yield is 0.520. (5) The reactants are [CH3:1][S:2]([NH2:5])(=[O:4])=[O:3].[H-].[Na+].[CH:8]1([CH2:11][N:12]2[CH:17]=[C:16]([C:18]3[C:23]([O:24][C:25]4[CH:30]=[CH:29][C:28]([F:31])=[CH:27][C:26]=4[F:32])=[CH:22][N:21]=[C:20](S(C)(=O)=O)[N:19]=3)[CH:15]=[C:14]([CH3:37])[C:13]2=[O:38])[CH2:10][CH2:9]1. The catalyst is CN(C=O)C. The product is [CH:8]1([CH2:11][N:12]2[C:13](=[O:38])[C:14]([CH3:37])=[CH:15][C:16]([C:18]3[C:23]([O:24][C:25]4[CH:30]=[CH:29][C:28]([F:31])=[CH:27][C:26]=4[F:32])=[CH:22][N:21]=[C:20]([NH:5][S:2]([CH3:1])(=[O:4])=[O:3])[N:19]=3)=[CH:17]2)[CH2:10][CH2:9]1. The yield is 0.544. (6) The reactants are C([N:8]1[CH2:12][CH2:11][C@@H:10]([C@@H:13]([NH:15][CH2:16][CH2:17][F:18])[CH3:14])[CH2:9]1)C1C=CC=CC=1. The product is [F:18][CH2:17][CH2:16][NH:15][C@H:13]([C@@H:10]1[CH2:11][CH2:12][NH:8][CH2:9]1)[CH3:14]. The yield is 1.00. The catalyst is C(O)C.[OH-].[Pd+2].[OH-]. (7) The reactants are Cl.[NH2:2][CH2:3][C:4]1[CH:12]=[CH:11][CH:10]=[C:9]2[C:5]=1[C:6](=[O:22])[N:7]([CH:14]1[CH2:19][CH2:18][C:17](=[O:20])[NH:16][C:15]1=[O:21])[C:8]2=[O:13].N12CCCN=C1CCCCC2.ON1C2C=CC=CC=2N=N1.Cl.[N:45]1[CH:50]=[CH:49][CH:48]=[CH:47][C:46]=1[CH2:51][C:52](O)=[O:53].Cl.CN(C)CCCN=C=NCC. The catalyst is C(#N)C. The product is [O:21]=[C:15]1[CH:14]([N:7]2[C:6](=[O:22])[C:5]3[C:9](=[CH:10][CH:11]=[CH:12][C:4]=3[CH2:3][NH:2][C:52](=[O:53])[CH:51]=[C:46]3[CH:47]=[CH:48][CH:49]=[CH:50][NH:45]3)[C:8]2=[O:13])[CH2:19][CH2:18][C:17](=[O:20])[NH:16]1. The yield is 0.740. (8) The reactants are [CH2:1]([C:5]1[C:9]([CH2:10][CH2:11][CH2:12][OH:13])=[CH:8][N:7]([C:14]2[CH:19]=[CH:18][C:17]([C:20]([F:23])([F:22])[F:21])=[CH:16][N:15]=2)[N:6]=1)[CH2:2][CH2:3][CH3:4].[CH2:24]([N:26]1[CH:30]=[C:29]([CH2:31][C:32]([O:34]C)=[O:33])[C:28](O)=[N:27]1)[CH3:25].C(P(CCCC)CCCC)CCC.N(C(N1CCCCC1)=O)=NC(N1CCCCC1)=O. The catalyst is O1CCCC1. The product is [CH2:1]([C:5]1[C:9]([CH2:10][CH2:11][CH2:12][O:13][C:28]2[C:29]([CH2:31][C:32]([OH:34])=[O:33])=[CH:30][N:26]([CH2:24][CH3:25])[N:27]=2)=[CH:8][N:7]([C:14]2[CH:19]=[CH:18][C:17]([C:20]([F:21])([F:22])[F:23])=[CH:16][N:15]=2)[N:6]=1)[CH2:2][CH2:3][CH3:4]. The yield is 0.550. (9) The reactants are [CH2:1]([C:5]1[O:6][CH:7]=[CH:8][CH:9]=1)[CH2:2][CH2:3][CH3:4].[Li]CCCC.[CH2:15]1[O:17][CH2:16]1. The catalyst is C1COCC1. The product is [CH2:1]([C:5]1[O:6][C:7]([CH2:15][CH2:16][OH:17])=[CH:8][CH:9]=1)[CH2:2][CH2:3][CH3:4]. The yield is 1.00. (10) The reactants are [C:1]([O:6][C@@H:7]1[C@@H:15]([CH2:16][CH2:17]OS(C)(=O)=O)[C:14](=[O:23])[O:13][CH2:12][C@H:11]([NH:24][C:25]([O:27][C:28]([CH3:31])([CH3:30])[CH3:29])=[O:26])[C:10](=[O:32])[O:9][C@H:8]1[CH3:33])(=[O:5])[CH:2]([CH3:4])[CH3:3].[Na+].[I-:35]. The catalyst is CN(C=O)C. The product is [C:1]([O:6][C@@H:7]1[C@@H:15]([CH2:16][CH2:17][I:35])[C:14](=[O:23])[O:13][CH2:12][C@H:11]([NH:24][C:25]([O:27][C:28]([CH3:31])([CH3:30])[CH3:29])=[O:26])[C:10](=[O:32])[O:9][C@H:8]1[CH3:33])(=[O:5])[CH:2]([CH3:4])[CH3:3]. The yield is 0.810.